From a dataset of Forward reaction prediction with 1.9M reactions from USPTO patents (1976-2016). Predict the product of the given reaction. (1) Given the reactants [N:1]1[CH:6]=[CH:5][CH:4]=[C:3]([CH:7]=[CH:8][C:9]([OH:11])=O)[CH:2]=1.C(Cl)(=O)C(Cl)=O.[C:18]1([CH:24]([C:34]2[CH:39]=[CH:38][CH:37]=[CH:36][CH:35]=2)[N:25]2[CH2:30][CH2:29][CH:28]([CH2:31][CH2:32][NH2:33])[CH2:27][CH2:26]2)[CH:23]=[CH:22][CH:21]=[CH:20][CH:19]=1, predict the reaction product. The product is: [C:18]1([CH:24]([C:34]2[CH:39]=[CH:38][CH:37]=[CH:36][CH:35]=2)[N:25]2[CH2:30][CH2:29][CH:28]([CH2:31][CH2:32][NH:33][C:9](=[O:11])[CH:8]=[CH:7][C:3]3[CH:2]=[N:1][CH:6]=[CH:5][CH:4]=3)[CH2:27][CH2:26]2)[CH:19]=[CH:20][CH:21]=[CH:22][CH:23]=1. (2) Given the reactants [CH3:1][CH:2]1[CH2:7][C:6](=[O:8])[CH:5]=[C:4](B2OC(C)(C)C(C)(C)O2)[CH2:3]1.Cl[C:19]1[CH:24]=[CH:23][N:22]=[CH:21][C:20]=1[N+:25]([O-:27])=[O:26].O, predict the reaction product. The product is: [CH3:1][CH:2]1[CH2:7][C:6](=[O:8])[CH:5]=[C:4]([C:19]2[CH:24]=[CH:23][N:22]=[CH:21][C:20]=2[N+:25]([O-:27])=[O:26])[CH2:3]1. (3) Given the reactants Cl[C:2]1[C:11]2[C:6](=[CH:7][CH:8]=[CH:9][CH:10]=2)[CH:5]=[CH:4][N:3]=1.[Br:12][C:13]1[CH:22]=[CH:21][C:16]([C:17]([NH:19][NH2:20])=O)=[CH:15][CH:14]=1, predict the reaction product. The product is: [Br:12][C:13]1[CH:22]=[CH:21][C:16]([C:17]2[N:3]3[CH:4]=[CH:5][C:6]4[C:11]([C:2]3=[N:20][N:19]=2)=[CH:10][CH:9]=[CH:8][CH:7]=4)=[CH:15][CH:14]=1.